From a dataset of Catalyst prediction with 721,799 reactions and 888 catalyst types from USPTO. Predict which catalyst facilitates the given reaction. (1) Reactant: [CH:1]1([C:6]2[CH:31]=[CH:30][C:9]([CH2:10][O:11][C:12]3[CH:20]=[CH:19][C:18]4[N:17]5[CH2:21][CH2:22][CH:23]([CH2:24][C:25]([O:27][CH3:28])=[O:26])[C:16]5=[C:15](I)[C:14]=4[CH:13]=3)=[CH:8][C:7]=2[C:32]([F:35])([F:34])[F:33])[CH2:5][CH2:4][CH2:3][CH2:2]1.[Cl-].[CH3:37][Zn+]. Product: [CH:1]1([C:6]2[CH:31]=[CH:30][C:9]([CH2:10][O:11][C:12]3[CH:20]=[CH:19][C:18]4[N:17]5[CH2:21][CH2:22][CH:23]([CH2:24][C:25]([O:27][CH3:28])=[O:26])[C:16]5=[C:15]([CH3:37])[C:14]=4[CH:13]=3)=[CH:8][C:7]=2[C:32]([F:35])([F:34])[F:33])[CH2:5][CH2:4][CH2:3][CH2:2]1. The catalyst class is: 1. (2) Reactant: [NH2:1][CH:2]1[CH2:7][CH2:6][CH:5]([CH2:8][NH:9][C:10]2[C:15]([N+:16]([O-:18])=[O:17])=[CH:14][N:13]=[C:12]([NH:19][CH2:20][C:21]3[CH:26]=[CH:25][CH:24]=[CH:23][C:22]=3[O:27][C:28]([F:31])([F:30])[F:29])[N:11]=2)[CH2:4][CH2:3]1.C(N(CC)C(C)C)(C)C.[CH3:41][O:42][C:43](=[O:48])[CH2:44][CH2:45][CH2:46]I. Product: [CH3:41][O:42][C:43](=[O:48])[CH2:44][CH2:45][CH2:46][NH:1][CH:2]1[CH2:3][CH2:4][CH:5]([CH2:8][NH:9][C:10]2[C:15]([N+:16]([O-:18])=[O:17])=[CH:14][N:13]=[C:12]([NH:19][CH2:20][C:21]3[CH:26]=[CH:25][CH:24]=[CH:23][C:22]=3[O:27][C:28]([F:30])([F:31])[F:29])[N:11]=2)[CH2:6][CH2:7]1. The catalyst class is: 623. (3) Reactant: [O:1]=[C:2]1[NH:7][C:6]([C:8](O)=[O:9])=[C:5]([CH2:11][NH:12][CH:13]2[CH2:18][CH2:17][O:16][CH2:15][CH2:14]2)[C:4](=[O:19])[NH:3]1.Cl. Product: [O:16]1[CH2:17][CH2:18][CH:13]([N:12]2[CH2:11][C:5]3[C:4](=[O:19])[NH:3][C:2](=[O:1])[NH:7][C:6]=3[C:8]2=[O:9])[CH2:14][CH2:15]1. The catalyst class is: 141. (4) Reactant: B(Br)(Br)Br.[F:5][C:6]1[CH:13]=[CH:12][C:9]([CH:10]=[O:11])=[CH:8][C:7]=1[O:14]C. Product: [F:5][C:6]1[CH:13]=[CH:12][C:9]([CH:10]=[O:11])=[CH:8][C:7]=1[OH:14]. The catalyst class is: 4.